From a dataset of Forward reaction prediction with 1.9M reactions from USPTO patents (1976-2016). Predict the product of the given reaction. (1) Given the reactants [CH2:1]([O:8][CH2:9][CH:10]1[CH2:13][C:12](=[O:14])[C:11]1(Cl)Cl)[C:2]1[CH:7]=[CH:6][CH:5]=[CH:4][CH:3]=1, predict the reaction product. The product is: [CH2:1]([O:8][CH2:9][CH:10]1[CH2:13][C:12](=[O:14])[CH2:11]1)[C:2]1[CH:7]=[CH:6][CH:5]=[CH:4][CH:3]=1. (2) Given the reactants C([O:8][C:9]([CH2:11][N:12]1[CH:17]([C:18]2[CH:23]=[C:22]([F:24])[C:21]([F:25])=[C:20]([F:26])[CH:19]=2)[C:16]([C:27]([O:29][CH3:30])=[O:28])=[C:15]([CH3:31])[N:14]=[C:13]1[CH3:32])=[O:10])C1C=CC=CC=1, predict the reaction product. The product is: [CH3:30][O:29][C:27]([C:16]1[CH:17]([C:18]2[CH:19]=[C:20]([F:26])[C:21]([F:25])=[C:22]([F:24])[CH:23]=2)[N:12]([CH2:11][C:9]([OH:10])=[O:8])[C:13]([CH3:32])=[N:14][C:15]=1[CH3:31])=[O:28]. (3) Given the reactants [F:1][C:2]1[CH:26]=[CH:25][C:5]([CH2:6][C:7]2[N:8]=[C:9]([C:12]3[O:16][C:15]([CH2:17][C:18]([CH3:24])([CH3:23])[C:19]([O:21]C)=[O:20])=[N:14][N:13]=3)[S:10][CH:11]=2)=[CH:4][CH:3]=1.Br[C:28]1[CH:33]=[CH:32][C:31]([S:34]([NH:37][C@@H:38]([CH3:43])[C:39]([F:42])([F:41])[F:40])(=[O:36])=[O:35])=[C:30]([Cl:44])[C:29]=1[Cl:45], predict the reaction product. The product is: [Cl:45][C:29]1[C:30]([Cl:44])=[C:31]([S:34](=[O:35])(=[O:36])[NH:37][C@@H:38]([CH3:43])[C:39]([F:40])([F:41])[F:42])[CH:32]=[CH:33][C:28]=1[C:11]1[S:10][C:9]([C:12]2[O:16][C:15]([CH2:17][C:18]([CH3:24])([CH3:23])[C:19]([OH:21])=[O:20])=[N:14][N:13]=2)=[N:8][C:7]=1[CH2:6][C:5]1[CH:4]=[CH:3][C:2]([F:1])=[CH:26][CH:25]=1. (4) Given the reactants [CH3:1][C:2]([C:4]1[CH:9]=[CH:8][C:7]([NH:10][C:11]([CH3:13])=[O:12])=[CH:6][CH:5]=1)=[O:3].[Br:14]Br, predict the reaction product. The product is: [Br:14][CH2:1][C:2]([C:4]1[CH:9]=[CH:8][C:7]([NH:10][C:11](=[O:12])[CH3:13])=[CH:6][CH:5]=1)=[O:3]. (5) The product is: [OH:24][CH2:22][C:23]1[CH:8]=[C:9]([CH3:11])[CH:10]=[C:4]([N:1]=[N:6][C:5]2[CH:7]=[CH:8][C:9]([C:11]([F:12])([F:13])[F:14])=[CH:10][C:4]=2[N+:1]([O-:3])=[O:2])[C:5]=1[OH:20]. Given the reactants [N+:1]([C:4]1[CH:10]=[C:9]([C:11]([F:14])([F:13])[F:12])[CH:8]=[CH:7][C:5]=1[NH2:6])([O-:3])=[O:2].Cl.N([O-])=O.[Na+].[OH-:20].[Na+].[CH2:22]([OH:24])[CH3:23], predict the reaction product. (6) Given the reactants C[C:2]1[CH:7]=[CH:6][C:5]([S:8]([NH:11][C@H:12]([CH2:14][C:15]#[C:16][Si:17]([CH3:20])([CH3:19])[CH3:18])[CH3:13])(=[O:10])=[O:9])=[CH:4][CH:3]=1.CC1C[N@@]1S(C1C=CC=C([C:34]([F:37])([F:36])[F:35])C=1)(=O)=O, predict the reaction product. The product is: [F:35][C:34]([F:37])([F:36])[C:7]1[CH:6]=[C:5]([S:8]([NH:11][C@H:12]([CH2:14][C:15]#[C:16][Si:17]([CH3:18])([CH3:19])[CH3:20])[CH3:13])(=[O:9])=[O:10])[CH:4]=[CH:3][CH:2]=1. (7) Given the reactants [Cl:1][C@H:2]1[C@H:6]([CH2:7][CH2:8][CH2:9][C:10]2[S:14][C:13]([C:15]([O:17]C)=[O:16])=[CH:12][CH:11]=2)[C@@H:5](/[CH:19]=[CH:20]/[C@@H:21]([OH:28])[CH2:22][CH2:23][CH2:24][C@H:25]([OH:27])[CH3:26])[C@H:4]([OH:29])[CH2:3]1.[OH-].[Li+].CO.S([O-])(O)(=O)=O.[Na+], predict the reaction product. The product is: [Cl:1][C@H:2]1[C@H:6]([CH2:7][CH2:8][CH2:9][C:10]2[S:14][C:13]([C:15]([OH:17])=[O:16])=[CH:12][CH:11]=2)[C@@H:5](/[CH:19]=[CH:20]/[C@@H:21]([OH:28])[CH2:22][CH2:23][CH2:24][C@H:25]([OH:27])[CH3:26])[C@H:4]([OH:29])[CH2:3]1. (8) The product is: [Si:1]([O:8][C:9]1[CH:10]=[C:11]2[C:15](=[CH:16][CH:17]=1)[N:14]([C:23]([O:22][C:19]([CH3:21])([CH3:20])[CH3:18])=[O:24])[CH:13]=[CH:12]2)([C:4]([CH3:7])([CH3:6])[CH3:5])([CH3:3])[CH3:2]. Given the reactants [Si:1]([O:8][C:9]1[CH:10]=[C:11]2[C:15](=[CH:16][CH:17]=1)[NH:14][CH:13]=[CH:12]2)([C:4]([CH3:7])([CH3:6])[CH3:5])([CH3:3])[CH3:2].[CH3:18][C:19]([O:22][C:23](O[C:23]([O:22][C:19]([CH3:21])([CH3:20])[CH3:18])=[O:24])=[O:24])([CH3:21])[CH3:20], predict the reaction product. (9) Given the reactants Cl[C:2]1[N:6]([CH3:7])[N:5]=[CH:4][C:3]=1[N+:8]([O-:10])=[O:9].[N:11]1([CH2:17][CH2:18][OH:19])[CH2:16][CH2:15][NH:14][CH2:13][CH2:12]1, predict the reaction product. The product is: [CH3:7][N:6]1[C:2]([N:14]2[CH2:15][CH2:16][N:11]([CH2:17][CH2:18][OH:19])[CH2:12][CH2:13]2)=[C:3]([N+:8]([O-:10])=[O:9])[CH:4]=[N:5]1. (10) Given the reactants [CH:1]1([CH2:4][N:5]2[C:10](=[O:11])[C:9]([CH2:12]OS(C)(=O)=O)=[CH:8][C:7]([C:18]3[CH:23]=[CH:22][C:21]([S:24]([CH3:27])(=[O:26])=[O:25])=[CH:20][CH:19]=3)=[N:6]2)[CH2:3][CH2:2]1.[NH:28]([CH2:32]CO)[CH2:29]CO, predict the reaction product. The product is: [CH:1]1([CH2:4][N:5]2[C:10](=[O:11])[C:9]([CH2:12][N:28]([CH3:32])[CH3:29])=[CH:8][C:7]([C:18]3[CH:23]=[CH:22][C:21]([S:24]([CH3:27])(=[O:26])=[O:25])=[CH:20][CH:19]=3)=[N:6]2)[CH2:3][CH2:2]1.